The task is: Predict which catalyst facilitates the given reaction.. This data is from Catalyst prediction with 721,799 reactions and 888 catalyst types from USPTO. Reactant: [Na].[C:2]([O:12][CH2:13][CH3:14])(=[O:11])[CH2:3][C:4]([C:6]([O:8]CC)=O)=O.C1(C)C=CC=CC=1.Cl.[CH3:23][C:24]1[CH:29]=[CH:28][CH:27]=[CH:26][C:25]=1[NH:30][NH2:31]. Product: [OH:8][C:6]1[N:30]([C:25]2[CH:26]=[CH:27][CH:28]=[CH:29][C:24]=2[CH3:23])[N:31]=[C:3]([C:2]([O:12][CH2:13][CH3:14])=[O:11])[CH:4]=1. The catalyst class is: 15.